This data is from Forward reaction prediction with 1.9M reactions from USPTO patents (1976-2016). The task is: Predict the product of the given reaction. (1) The product is: [CH3:7][C:5]1[S:4][C:3]([C:8]2[CH:9]=[CH:10][N:30]=[C:28]([NH:27][C:24]3[CH:25]=[CH:26][C:21]([N:15]4[CH2:16][CH2:17][CH2:18][CH2:19][CH2:20]4)=[CH:22][CH:23]=3)[N:29]=2)=[C:2]([CH3:1])[N:6]=1. Given the reactants [CH3:1][C:2]1[N:6]=[C:5]([CH3:7])[S:4][C:3]=1/[CH:8]=[CH:9]/[C:10](N(C)C)=O.[N:15]1([C:21]2[CH:26]=[CH:25][C:24]([NH:27][C:28]([NH2:30])=[NH:29])=[CH:23][CH:22]=2)[CH2:20][CH2:19][CH2:18][CH2:17][CH2:16]1, predict the reaction product. (2) Given the reactants [Mg].[B:2]([O:7]C)(OC)[O:3]C.Br[C:10]([C:12]([F:15])([F:14])[F:13])=[CH2:11].Cl, predict the reaction product. The product is: [F:13][C:12]([F:15])([F:14])[C:10]([B:2]([OH:7])[OH:3])=[CH2:11]. (3) Given the reactants [F:1][C:2]1[C:10]([N+:11]([O-:13])=[O:12])=[CH:9][C:8]([I:14])=[CH:7][C:3]=1[C:4]([OH:6])=[O:5].O=S(Cl)Cl.[CH3:19]O, predict the reaction product. The product is: [CH3:19][O:5][C:4](=[O:6])[C:3]1[CH:7]=[C:8]([I:14])[CH:9]=[C:10]([N+:11]([O-:13])=[O:12])[C:2]=1[F:1]. (4) The product is: [NH2:22][C:19]1[CH:20]=[CH:21][C:16]([C:13]2[CH:12]=[C:11]([C:9]([NH:8][CH:3]([CH:2]([CH3:25])[CH3:1])[C:4]([O:6][CH3:7])=[O:5])=[O:10])[O:15][N:14]=2)=[CH:17][CH:18]=1. Given the reactants [CH3:1][CH:2]([CH3:25])[CH:3]([NH:8][C:9]([C:11]1[O:15][N:14]=[C:13]([C:16]2[CH:21]=[CH:20][C:19]([N+:22]([O-])=O)=[CH:18][CH:17]=2)[CH:12]=1)=[O:10])[C:4]([O:6][CH3:7])=[O:5].C1COCC1.[Cl-].[NH4+], predict the reaction product. (5) Given the reactants [CH3:1][O:2][C:3]([C:5]12[CH2:12][CH2:11][C:8]([C:13](=O)[NH:14][C:15]3[C:16](=[O:29])[N:17]([CH2:26][CH2:27][CH3:28])[C:18](=[O:25])[N:19]([CH2:22][CH2:23][CH3:24])[C:20]=3[NH2:21])([CH2:9][CH2:10]1)[CH2:7][CH2:6]2)=[O:4].[OH-].[K+], predict the reaction product. The product is: [CH3:1][O:2][C:3]([C:5]12[CH2:12][CH2:11][C:8]([C:13]3[NH:14][C:15]4[C:16](=[O:29])[N:17]([CH2:26][CH2:27][CH3:28])[C:18](=[O:25])[N:19]([CH2:22][CH2:23][CH3:24])[C:20]=4[N:21]=3)([CH2:9][CH2:10]1)[CH2:7][CH2:6]2)=[O:4]. (6) Given the reactants [CH2:1]([O:8][C:9]1[N:13]([CH:14]([CH3:16])[CH3:15])[N:12]=[C:11]([C:17](OC)=[O:18])[CH:10]=1)[C:2]1[CH:7]=[CH:6][CH:5]=[CH:4][CH:3]=1.[H-].[Al+3].[Li+].[H-].[H-].[H-].C(O)C.O, predict the reaction product. The product is: [CH2:1]([O:8][C:9]1[N:13]([CH:14]([CH3:15])[CH3:16])[N:12]=[C:11]([CH2:17][OH:18])[CH:10]=1)[C:2]1[CH:7]=[CH:6][CH:5]=[CH:4][CH:3]=1. (7) Given the reactants [NH2:1][C:2]1[N:11]=[C:10]([NH2:12])[C:9]2[C:4](=[CH:5][CH:6]=[CH:7][C:8]=2[O:13][C:14]2[CH:19]=[CH:18][C:17]([O:20]CC3C=CC=CC=3)=[CH:16][CH:15]=2)[N:3]=1.[H][H], predict the reaction product. The product is: [NH2:1][C:2]1[N:11]=[C:10]([NH2:12])[C:9]2[C:4](=[CH:5][CH:6]=[CH:7][C:8]=2[O:13][C:14]2[CH:19]=[CH:18][C:17]([OH:20])=[CH:16][CH:15]=2)[N:3]=1.